This data is from Forward reaction prediction with 1.9M reactions from USPTO patents (1976-2016). The task is: Predict the product of the given reaction. (1) Given the reactants [Li]CCCC.C(NC(C)C)(C)C.[Cl:13][C:14]1[CH:19]=[CH:18][C:17]([Cl:20])=[CH:16][N:15]=1.CON(C)[C:24](=[O:26])[CH3:25], predict the reaction product. The product is: [Cl:13][C:14]1[CH:19]=[C:18]([C:24](=[O:26])[CH3:25])[C:17]([Cl:20])=[CH:16][N:15]=1. (2) Given the reactants [CH3:1][NH:2][C:3]1[CH2:8][CH2:7][CH2:6][C:5](=[O:9])[CH:4]=1.C(N(CC)CC)C.Cl[C:18]([O:20][CH3:21])=[O:19].C([O-])([O-])=O.[K+].[K+], predict the reaction product. The product is: [CH3:21][O:20][C:18](=[O:19])[N:2]([CH3:1])[C:3]1[CH2:8][CH2:7][CH2:6][C:5](=[O:9])[CH:4]=1. (3) Given the reactants N1C=CC=CC=1.[NH2:7][C:8]1[CH:15]=[C:14]([Cl:16])[CH:13]=[CH:12][C:9]=1[C:10]#[N:11].[Br:17][C:18]1[CH:26]=[CH:25][C:21]([C:22](Cl)=[O:23])=[CH:20][CH:19]=1, predict the reaction product. The product is: [Br:17][C:18]1[CH:26]=[CH:25][C:21]([C:22]([NH:7][C:8]2[CH:15]=[C:14]([Cl:16])[CH:13]=[CH:12][C:9]=2[C:10]#[N:11])=[O:23])=[CH:20][CH:19]=1. (4) Given the reactants [C:1]([C:5]1[CH:10]=[CH:9][CH:8]=[C:7]([C:11]([CH3:14])([CH3:13])[CH3:12])[C:6]=1[OH:15])([CH3:4])([CH3:3])[CH3:2].CI.[C:18]([O-])([O-])=O.[Cs+].[Cs+], predict the reaction product. The product is: [C:11]([C:7]1[CH:8]=[CH:9][CH:10]=[C:5]([C:1]([CH3:4])([CH3:3])[CH3:2])[C:6]=1[O:15][CH3:18])([CH3:14])([CH3:13])[CH3:12].